This data is from Catalyst prediction with 721,799 reactions and 888 catalyst types from USPTO. The task is: Predict which catalyst facilitates the given reaction. (1) Reactant: [NH2:1][C:2]1[S:3][C@:4]2([CH2:28]O)[C@H:6]([C@:7]([C:10]3[CH:11]=[C:12]([NH:18][C:19](=[O:27])[C:20]4[CH:25]=[CH:24][C:23]([Cl:26])=[CH:22][N:21]=4)[CH:13]=[C:14]([F:17])[C:15]=3[F:16])([CH3:9])[N:8]=1)[CH2:5]2.C(=O)=O.CC(C)=O.C(N(S(F)(F)[F:43])CC)C.C([O-])(O)=O.[Na+]. Product: [NH2:1][C:2]1[S:3][C@:4]2([CH2:28][F:43])[C@H:6]([C@:7]([C:10]3[CH:11]=[C:12]([NH:18][C:19](=[O:27])[C:20]4[CH:25]=[CH:24][C:23]([Cl:26])=[CH:22][N:21]=4)[CH:13]=[C:14]([F:17])[C:15]=3[F:16])([CH3:9])[N:8]=1)[CH2:5]2. The catalyst class is: 2. (2) Reactant: [Cl:1][C:2]1[CH:11]=[CH:10][C:5]([C:6]([O:8]C)=[O:7])=[CH:4][C:3]=1[CH2:12][N:13]([C:23]1[CH:28]=[CH:27][C:26]([C:29]#[N:30])=[C:25]([Cl:31])[CH:24]=1)[C@H:14]1[CH2:18][CH2:17][N:16]([S:19]([CH3:22])(=[O:21])=[O:20])[CH2:15]1.[OH-].[Na+]. Product: [Cl:1][C:2]1[CH:11]=[CH:10][C:5]([C:6]([OH:8])=[O:7])=[CH:4][C:3]=1[CH2:12][N:13]([C:23]1[CH:28]=[CH:27][C:26]([C:29]#[N:30])=[C:25]([Cl:31])[CH:24]=1)[C@H:14]1[CH2:18][CH2:17][N:16]([S:19]([CH3:22])(=[O:21])=[O:20])[CH2:15]1. The catalyst class is: 1. (3) Reactant: [Cl:1][C:2]1[CH:3]=[C:4]([CH:9]2[CH2:18][C:17]([CH3:20])([CH3:19])[C:16]3[C:11](=[CH:12][N:13]=C(C#N)[CH:15]=3)[NH:10]2)[CH:5]=[CH:6][C:7]=1[F:8].[OH-:23].[Na+].Cl.[CH2:26]([OH:28])[CH3:27]. Product: [Cl:1][C:2]1[CH:3]=[C:4]([CH:9]2[CH2:18][C:17]([CH3:20])([CH3:19])[C:16]3[C:11](=[CH:12][N:13]=[C:27]([C:26]([OH:23])=[O:28])[CH:15]=3)[NH:10]2)[CH:5]=[CH:6][C:7]=1[F:8]. The catalyst class is: 6. (4) Reactant: [NH2:1][CH:2]1[CH:10]([CH2:11][C:12]2[CH:17]=[CH:16][CH:15]=[CH:14][CH:13]=2)[C:9]2[C:4](=[CH:5][CH:6]=[C:7]([O:18][CH2:19][CH2:20][NH:21][S:22]([C:25]3[N:26]=[CH:27][N:28]([CH3:30])[CH:29]=3)(=[O:24])=[O:23])[CH:8]=2)[CH2:3]1.Br[CH2:32][CH:33]([CH3:36])[CH2:34]Cl.C(=O)([O-])[O-].[K+].[K+].C(#N)C. Product: [CH2:11]([CH:10]1[C:9]2[C:4](=[CH:5][CH:6]=[C:7]([O:18][CH2:19][CH2:20][NH:21][S:22]([C:25]3[N:26]=[CH:27][N:28]([CH3:30])[CH:29]=3)(=[O:24])=[O:23])[CH:8]=2)[CH2:3][CH:2]1[N:1]1[CH2:34][CH:33]([CH3:36])[CH2:32]1)[C:12]1[CH:13]=[CH:14][CH:15]=[CH:16][CH:17]=1. The catalyst class is: 229. (5) Reactant: [F:1][C:2]1[CH:3]=[C:4]2[C@:10]3([CH2:23][C:13]4=[N:14][CH:15]=[C:16]([C:18]([O:20][CH2:21][CH3:22])=[O:19])[CH:17]=[C:12]4[CH2:11]3)[C:9](=[O:24])[N:8](COCC[Si](C)(C)C)[C:5]2=[N:6][CH:7]=1.Cl.C(N)CN.[OH-].[Na+]. Product: [F:1][C:2]1[CH:3]=[C:4]2[C@:10]3([CH2:23][C:13]4=[N:14][CH:15]=[C:16]([C:18]([O:20][CH2:21][CH3:22])=[O:19])[CH:17]=[C:12]4[CH2:11]3)[C:9](=[O:24])[NH:8][C:5]2=[N:6][CH:7]=1. The catalyst class is: 24. (6) Reactant: [CH3:1][O:2][C:3]([C:5]1[CH:31]=[CH:30][C:8]2[N:9]=[C:10]([NH:12][CH:13]3[CH2:18][CH2:17][N:16](CC4C=CC(O)=C(OCC)C=4)[CH2:15][CH2:14]3)[O:11][C:7]=2[CH:6]=1)=[O:4].[Cl:32][C:33]1[C:40]([O:41][CH2:42][CH3:43])=[CH:39][C:36]([CH:37]=O)=[CH:35][C:34]=1[O:44][CH2:45][CH3:46].C([BH3-])#N.[Na+].C(N(C(C)C)C(C)C)C. Product: [CH3:1][O:2][C:3]([C:5]1[CH:31]=[CH:30][C:8]2[N:9]=[C:10]([NH:12][CH:13]3[CH2:18][CH2:17][N:16]([CH2:37][C:36]4[CH:39]=[C:40]([O:41][CH2:42][CH3:43])[C:33]([Cl:32])=[C:34]([O:44][CH2:45][CH3:46])[CH:35]=4)[CH2:15][CH2:14]3)[O:11][C:7]=2[CH:6]=1)=[O:4]. The catalyst class is: 212. (7) Reactant: [Cl:1][C:2]1[CH:7]=[CH:6][C:5]([C:8]2([CH:21]([C:27]#[N:28])[C:22]([O:24]CC)=[O:23])[CH2:13][CH2:12][N:11]([C:14]([O:16][C:17]([CH3:20])([CH3:19])[CH3:18])=[O:15])[CH2:10][CH2:9]2)=[CH:4][CH:3]=1.C(O)C.[OH-].[K+]. Product: [C:17]([O:16][C:14]([N:11]1[CH2:12][CH2:13][C:8]([CH:21]([C:27]#[N:28])[C:22]([OH:24])=[O:23])([C:5]2[CH:4]=[CH:3][C:2]([Cl:1])=[CH:7][CH:6]=2)[CH2:9][CH2:10]1)=[O:15])([CH3:20])([CH3:18])[CH3:19]. The catalyst class is: 6. (8) Reactant: [CH2:1]([P:3]([CH:10](C1C=CC=CC=1)[CH2:11][CH:12]=[O:13])(=[O:9])[O:4]CCCC)[CH3:2].O. Product: [CH2:1]([P:3]([CH2:10][CH2:11][CH:12]=[O:13])(=[O:4])[OH:9])[CH3:2]. The catalyst class is: 729. (9) Product: [NH2:1][CH2:2][CH2:3][S:4]([NH:7][C:8]1[CH:13]=[C:12]([NH:14][C:15]2[CH:20]=[C:19]([CH3:21])[CH:18]=[C:17]([CH3:22])[N:16]=2)[C:11]([C:23]([NH2:24])=[O:25])=[N:10][CH:9]=1)(=[O:6])=[O:5]. The catalyst class is: 16. Reactant: [NH2:1][CH2:2][CH2:3][S:4]([NH:7][C:8]1[CH:9]=[N:10][C:11]([C:23]#[N:24])=[C:12]([NH:14][C:15]2[CH:20]=[C:19]([CH3:21])[CH:18]=[C:17]([CH3:22])[N:16]=2)[CH:13]=1)(=[O:6])=[O:5].[OH-:25].[K+].OO.